Dataset: Full USPTO retrosynthesis dataset with 1.9M reactions from patents (1976-2016). Task: Predict the reactants needed to synthesize the given product. (1) Given the product [C:17]([NH:20][C:21]1[S:22][C:23]([S:27]([NH:1][C:2]2[N:7]=[C:6]([NH:8][C:9](=[O:15])[O:10][C:11]([CH3:12])([CH3:13])[CH3:14])[CH:5]=[C:4]([CH3:16])[CH:3]=2)(=[O:28])=[O:29])=[C:24]([CH3:26])[N:25]=1)(=[O:19])[CH3:18], predict the reactants needed to synthesize it. The reactants are: [NH2:1][C:2]1[N:7]=[C:6]([NH:8][C:9](=[O:15])[O:10][C:11]([CH3:14])([CH3:13])[CH3:12])[CH:5]=[C:4]([CH3:16])[CH:3]=1.[C:17]([NH:20][C:21]1[S:22][C:23]([S:27](Cl)(=[O:29])=[O:28])=[C:24]([CH3:26])[N:25]=1)(=[O:19])[CH3:18]. (2) Given the product [Cl:17][C:7]1[C:8]2[C:3](=[C:2]([Cl:1])[CH:11]=[CH:10][CH:9]=2)[C:4]([O:13][CH3:14])=[CH:5][N:6]=1, predict the reactants needed to synthesize it. The reactants are: [Cl:1][C:2]1[CH:11]=[CH:10][CH:9]=[C:8]2[C:3]=1[C:4]([O:13][CH3:14])=[CH:5][NH:6][C:7]2=O.O=P(Cl)(Cl)[Cl:17].